Dataset: Peptide-MHC class I binding affinity with 185,985 pairs from IEDB/IMGT. Task: Regression. Given a peptide amino acid sequence and an MHC pseudo amino acid sequence, predict their binding affinity value. This is MHC class I binding data. (1) The binding affinity (normalized) is 0.609. The MHC is Mamu-B52 with pseudo-sequence Mamu-B52. The peptide sequence is WTDYWQVTW. (2) The peptide sequence is VFYLYLTFYF. The MHC is Patr-A0701 with pseudo-sequence Patr-A0701. The binding affinity (normalized) is 0.303. (3) The peptide sequence is HYANFHNYF. The MHC is HLA-A24:02 with pseudo-sequence HLA-A24:02. The binding affinity (normalized) is 1.00. (4) The peptide sequence is RLKFSLSYK. The MHC is HLA-B45:06 with pseudo-sequence HLA-B45:06. The binding affinity (normalized) is 0.213. (5) The peptide sequence is DTRGIFSAY. The MHC is HLA-A02:12 with pseudo-sequence HLA-A02:12. The binding affinity (normalized) is 0.0847.